From a dataset of Full USPTO retrosynthesis dataset with 1.9M reactions from patents (1976-2016). Predict the reactants needed to synthesize the given product. (1) Given the product [Cl:1][C:2]1([C:61](=[O:62])[NH:43][C:42]2[CH:44]=[CH:45][CH:46]=[C:40]([C:38](=[O:39])[NH:37][CH3:36])[CH:41]=2)[CH:7]=[CH:6][C:5]([N:8]([C:12]2[CH:17]=[CH:16][CH:15]=[CH:14][C:13]=2[C:18]([F:19])([F:21])[F:20])[C:9](=[O:11])[NH2:10])=[CH:4][CH2:3]1, predict the reactants needed to synthesize it. The reactants are: [Cl:1][C:2]1(C2C=CC=C(C(=O)NC)C=2)[CH:7]=[CH:6][C:5]([N:8]([C:12]2[CH:17]=[CH:16][CH:15]=[CH:14][C:13]=2[C:18]([F:21])([F:20])[F:19])[C:9](=[O:11])[NH2:10])=[C:4](NC(O)=O)[CH2:3]1.[CH3:36][NH:37][C:38]([C:40]1[CH:41]=[C:42]([CH:44]=[CH:45][CH:46]=1)[NH2:43])=[O:39].C1C=CC2N(O)N=NC=2C=1.O.CN1CC[O:62][CH2:61]C1. (2) Given the product [O:13]=[C:3]([NH:4][C@@H:5]([C:7]1[CH:8]=[CH:9][CH:10]=[CH:11][CH:12]=1)[CH3:6])[C:2]([C@@H:14]([NH:19][C:20](=[O:39])[O:21][CH2:22][C:23]1([CH2:27][C:28]2[S:29][CH:30]=[C:31]([C:33]3[CH:38]=[CH:37][CH:36]=[CH:35][CH:34]=3)[N:32]=2)[CH2:26][CH2:25][CH2:24]1)[CH2:15][CH2:16][CH2:17][CH3:18])=[O:1], predict the reactants needed to synthesize it. The reactants are: [OH:1][CH:2]([C@@H:14]([NH:19][C:20](=[O:39])[O:21][CH2:22][C:23]1([CH2:27][C:28]2[S:29][CH:30]=[C:31]([C:33]3[CH:38]=[CH:37][CH:36]=[CH:35][CH:34]=3)[N:32]=2)[CH2:26][CH2:25][CH2:24]1)[CH2:15][CH2:16][CH2:17][CH3:18])[C:3](=[O:13])[NH:4][C@@H:5]([C:7]1[CH:12]=[CH:11][CH:10]=[CH:9][CH:8]=1)[CH3:6].C(Cl)(=O)C(Cl)=O.CS(C)=O.C(N(CC)CC)C. (3) Given the product [CH3:1][O:2][C:3](=[O:23])[CH2:4][C:5]1[C:14]([CH3:15])=[C:13]([CH:16]2[CH2:17][CH2:18][N:19]([C:32](=[O:33])[NH:31][C:26]3[CH:27]=[CH:28][CH:29]=[CH:30][C:25]=3[Cl:24])[CH2:20][CH2:21]2)[C:12]2[C:7](=[CH:8][CH:9]=[C:10]([F:22])[CH:11]=2)[CH:6]=1, predict the reactants needed to synthesize it. The reactants are: [CH3:1][O:2][C:3](=[O:23])[CH2:4][C:5]1[C:14]([CH3:15])=[C:13]([CH:16]2[CH2:21][CH2:20][NH:19][CH2:18][CH2:17]2)[C:12]2[C:7](=[CH:8][CH:9]=[C:10]([F:22])[CH:11]=2)[CH:6]=1.[Cl:24][C:25]1[CH:30]=[CH:29][CH:28]=[CH:27][C:26]=1[N:31]=[C:32]=[O:33].C(N(CC)C(C)C)(C)C. (4) Given the product [CH2:30]([O:1][C:2]1[N:6]([C:7]2[CH:12]=[CH:11][CH:10]=[CH:9][C:8]=2[CH3:13])[N:5]=[C:4]([C:14]([O:16][CH2:17][CH3:18])=[O:15])[CH:3]=1)[CH:31]([CH3:33])[CH3:32], predict the reactants needed to synthesize it. The reactants are: [OH:1][C:2]1[N:6]([C:7]2[CH:12]=[CH:11][CH:10]=[CH:9][C:8]=2[CH3:13])[N:5]=[C:4]([C:14]([O:16][CH2:17][CH3:18])=[O:15])[CH:3]=1.C(=O)([O-])[O-].[K+].[K+].CN(C)C=O.[CH2:30](Br)[CH:31]([CH3:33])[CH3:32].